This data is from Forward reaction prediction with 1.9M reactions from USPTO patents (1976-2016). The task is: Predict the product of the given reaction. (1) Given the reactants [O:1]1[CH2:7][CH2:6][CH2:5][O:4][C:3]2[CH:8]=[C:9]([C:12]3[C:21]([N:22]([CH:24]([CH3:26])[CH3:25])[CH3:23])=[N:20][C:19]4[C:14](=[CH:15][CH:16]=[C:17]([C:27]([O:29]C)=[O:28])[CH:18]=4)[N:13]=3)[CH:10]=[CH:11][C:2]1=2.[OH-].[Na+], predict the reaction product. The product is: [O:1]1[CH2:7][CH2:6][CH2:5][O:4][C:3]2[CH:8]=[C:9]([C:12]3[C:21]([N:22]([CH:24]([CH3:26])[CH3:25])[CH3:23])=[N:20][C:19]4[C:14](=[CH:15][CH:16]=[C:17]([C:27]([OH:29])=[O:28])[CH:18]=4)[N:13]=3)[CH:10]=[CH:11][C:2]1=2. (2) Given the reactants [CH3:1][C:2]1[C:6]([C:7]2[CH:19]=[N:18][C:17]3[C:16]4[CH:15]=[CH:14][C:13]([C:20]([O:22][CH3:23])=[O:21])=[CH:12][C:11]=4[NH:10][C:9]=3[CH:8]=2)=[C:5]([CH3:24])[O:4][N:3]=1.[CH:25]1([CH:29]([CH:31]2[CH2:34][CH2:33][CH2:32]2)O)[CH2:28][CH2:27][CH2:26]1.CP(C)(C)=CC#N, predict the reaction product. The product is: [CH:25]1([CH:29]([CH:31]2[CH2:34][CH2:33][CH2:32]2)[N:10]2[C:11]3[CH:12]=[C:13]([C:20]([O:22][CH3:23])=[O:21])[CH:14]=[CH:15][C:16]=3[C:17]3[N:18]=[CH:19][C:7]([C:6]4[C:2]([CH3:1])=[N:3][O:4][C:5]=4[CH3:24])=[CH:8][C:9]2=3)[CH2:28][CH2:27][CH2:26]1. (3) Given the reactants C1(P(C2C=CC=CC=2)C2C=CC=CC=2)C=CC=CC=1.[Br-:20].[Li+].BrBr.[C:24]([NH:34][CH2:35][CH2:36][CH2:37][CH2:38][CH2:39]O)([O:26][CH2:27][C:28]1[CH:33]=[CH:32][CH:31]=[CH:30][CH:29]=1)=[O:25].C(N(CC)C(C)C)(C)C, predict the reaction product. The product is: [C:24]([NH:34][CH2:35][CH2:36][CH2:37][CH2:38][CH2:39][Br:20])([O:26][CH2:27][C:28]1[CH:33]=[CH:32][CH:31]=[CH:30][CH:29]=1)=[O:25].